Dataset: Drug-target binding data from BindingDB using Ki measurements. Task: Regression. Given a target protein amino acid sequence and a drug SMILES string, predict the binding affinity score between them. We predict pKi (pKi = -log10(Ki in M); higher means stronger inhibition). Dataset: bindingdb_ki. (1) The compound is O=C(O)c1ccc(C(=O)O)nc1. The target protein (P54001) has sequence MIWGVLMMGILLPQCSAHPGFFTSIGQMTDLIHNEKDLVTSLKDYIKAEEDKLEQIKKWAEKLDRLTSTATKDPEGFVGHPVNAFKLMKRLNTEWSELENLILKDMSDGFISNLTIQRQYFPNDEDQVGAAKALFRLQDTYNLDTNTISKGNLPGVKHKSFLTAEDCFELGKVAYTEADYYHTELWMEQALMQLEEGEMSTVDKVSVLDYLSYAVYQQGDLDKALLLTKKLLELDPEHQRANGNLVYFEYIMSKEKDANKSASGDQSDQKTTPKKKGIAVDYLPERQKYEMLCRGEGIKMTPRRQKRLFCRYHDGNRNPKFILAPAKQEDEWDKPRIIRFHDIISDAEIEIVKDLAKPRLSRATVHDPETGKLTTAQYRVSKSAWLSGYEDPVVSRINMRIQDLTGLDVSTAEELQVANYGVGGQYEPHFDFARKDEPDAFRELGTGNRIATWLFYMSDVSAGGATVFPEVGASVWPKKGTAVFWYNLFASGEGDYSTRH.... The pKi is 6.1. (2) The compound is CC(=O)OCC[N+](C)(C)C. The target protein sequence is MLTDKCLGLFHSRLYLWAFILTLFFKAKTGCAVCEPEERLFQKLFSHYNQFIRPVENVSDPVTVHFEVAISQLANVDEVNQIMETNLWLRHIWNDYKLRWNPGEYDGIEFVRVPADKIWKPDIVLYNNAVGDFQVEGKTKALLKYDGMINWTPPAIFKSSCPMDITFFPFDHQNCSLKFGSWTYDKAEIDLLIIGSKVDMNDFWENSEWEIVDASGYKHDIKYNCCEEIYTDITYSFYLRRLPMFYTINLIIPCLFISFLTVLVFYLPSDCGEKVTLCISVLLSLTVFLLVITETIPSTSLVIPLVGEYLLFTMIFVTLSIVVTVFVLNIHYRTPTTHTMPRWVKTVFLKLLPRVLMMKRPLEKKVEKFSDKDSKGFARKLAKMNYGEDAKSIKERGCCQCNPSNELSSNKRRLSYHSLKWMTELLQYSSEVTDVIDSVQFIAENMRNQNETKEVEDDWKYVAMVVDRVFLWVFIIVCVFGTAGLFLQPLIGNTTSSNS. The pKi is 6.9. (3) The drug is CN(C)C(=O)n1cc(C(=O)c2ccn3c2CS(=O)[C@@H]3c2cccnc2)c2ccc(-c3ccc(F)cc3)cc21. The target protein (P46002) has sequence MEQNGSFRVDSEFRYTLFPIVYSVIFVLGVVANGYVLWVFATLYPSKKLNEIKIFMVNLTVADLLFLMTLPLWIVYYSNEGDWIVHKFLCNLAGCLFFINTYCSVAFLGVITYNRYQAVAYPIKTAQATTRKRGITLSLVIWISIAATASYFLATDSTNVVPKKDGSGNITRCFEHYEPYSVPILVVHIFITSCFFLVFFLIFYCNMVIIHTLLTRPVRQQRKPEVKRRALWMVCTVLAVFVICFVPHHVVQLPWTLAELGYQTNFHQAINDAHQITLCLLSTNCVLDPVIYCFLTKKFRKHLSEKFYSMRSSRKCSRATSDTCTEVMMPANQTPVLPLKN. The pKi is 7.2. (4) The compound is O=C(O)CCCSCCN1C(=O)CC[C@@H]1/C=C/[C@@H](O)Cc1cccc(-c2ccccn2)c1. The target protein sequence is MDNFLNDSKLMEDCKSRQWLLSGESPAISSVMFSAGVLGNLIALALLARRWRGDTGCSAGSRTSISLFHVLVTELVLTDLLGTCLISPVVLASYSRNQTLVALAPESHACTYFAFTMTFFSLATMLMLFAMALERYLSIGYPYFYRRHLSRRGGLAVLPVIYGASLLFCSLPLLNYGEYVQYCPGTWCFIRHGRTAYLQLYATMLLLLIVAVLACNISVILNLIRMHRRSRRSRCGLSGSSLRGPGSRRRGERTSMAEETDHLILLAIMTITFAICSLPFTIFAYMDETSSLKEKWDLRALRFLSVNSIIDPWVFAILRPPVLRLMRSVLCCRTSLRTQEAQQTSCSTQSSASKQTDLCGQL. The pKi is 5.2. (5) The compound is NCC[C@H](N)C(=O)O. The target protein (P00561) has sequence MRVLKFGGTSVANAERFLRVADILESNARQGQVATVLSAPAKITNHLVAMIEKTISGQDALPNISDAERIFAELLTGLAAAQPGFPLAQLKTFVDQEFAQIKHVLHGISLLGQCPDSINAALICRGEKMSIAIMAGVLEARGHNVTVIDPVEKLLAVGHYLESTVDIAESTRRIAASRIPADHMVLMAGFTAGNEKGELVVLGRNGSDYSAAVLAACLRADCCEIWTDVDGVYTCDPRQVPDARLLKSMSYQEAMELSYFGAKVLHPRTITPIAQFQIPCLIKNTGNPQAPGTLIGASRDEDELPVKGISNLNNMAMFSVSGPGMKGMVGMAARVFAAMSRARISVVLITQSSSEYSISFCVPQSDCVRAERAMQEEFYLELKEGLLEPLAVTERLAIISVVGDGMRTLRGISAKFFAALARANINIVAIAQGSSERSISVVVNNDDATTGVRVTHQMLFNTDQVIEVFVIGVGGVGGALLEQLKRQQSWLKNKHIDLRV.... The pKi is 2.0.